This data is from Full USPTO retrosynthesis dataset with 1.9M reactions from patents (1976-2016). The task is: Predict the reactants needed to synthesize the given product. (1) Given the product [F:31][C:2]([F:1])([F:30])[C:3]1[CH:4]=[C:5]([C:16]2[O:20][N:19]=[C:18]([C:21]3[CH:29]=[CH:28][CH:27]=[C:26]4[C:22]=3[CH:23]=[CH:24][N:25]4[C:34]([O:35][CH3:38])=[O:37])[N:17]=2)[CH:6]=[CH:7][C:8]=1[O:9][CH:10]([CH3:15])[C:11]([F:12])([F:13])[F:14], predict the reactants needed to synthesize it. The reactants are: [F:1][C:2]([F:31])([F:30])[C:3]1[CH:4]=[C:5]([C:16]2[O:20][N:19]=[C:18]([C:21]3[CH:29]=[CH:28][CH:27]=[C:26]4[C:22]=3[CH:23]=[CH:24][NH:25]4)[N:17]=2)[CH:6]=[CH:7][C:8]=1[O:9][CH:10]([CH3:15])[C:11]([F:14])([F:13])[F:12].[H-].[Na+].[C:34](=[O:37])(O)[OH:35].[CH3:38]Cl.O. (2) Given the product [N:44]1[CH:49]=[CH:48][CH:47]=[C:46]([CH2:50][NH:51][C:25]([C:23]2[CH:22]=[CH:21][C:20]3[N:16]([C:13]4[CH:12]=[CH:11][C:10]([O:9][CH2:8][C:7]5[CH:6]=[CH:5][C:4]([O:3][C:2]([F:31])([F:30])[F:1])=[CH:29][CH:28]=5)=[CH:15][CH:14]=4)[N:17]=[N:18][C:19]=3[CH:24]=2)=[O:26])[CH:45]=1, predict the reactants needed to synthesize it. The reactants are: [F:1][C:2]([F:31])([F:30])[O:3][C:4]1[CH:29]=[CH:28][C:7]([CH2:8][O:9][C:10]2[CH:15]=[CH:14][C:13]([N:16]3[C:20]4[CH:21]=[CH:22][C:23]([C:25](O)=[O:26])=[CH:24][C:19]=4[N:18]=[N:17]3)=[CH:12][CH:11]=2)=[CH:6][CH:5]=1.C1N=CN(C(N2C=NC=C2)=O)C=1.[N:44]1[CH:49]=[CH:48][CH:47]=[C:46]([CH2:50][NH2:51])[CH:45]=1. (3) Given the product [F:35][CH:18]([F:17])[O:19][C:20]1[CH:25]=[CH:24][C:23]([NH:26][C:27]2[N:28]=[N:29][C:30](/[CH:33]=[CH:34]/[C:2]3[CH:3]=[C:4]4[C:8](=[CH:9][CH:10]=3)[N:7]([CH:11]3[CH2:16][CH2:15][CH2:14][CH2:13][O:12]3)[N:6]=[CH:5]4)=[CH:31][CH:32]=2)=[CH:22][CH:21]=1, predict the reactants needed to synthesize it. The reactants are: I[C:2]1[CH:3]=[C:4]2[C:8](=[CH:9][CH:10]=1)[N:7]([CH:11]1[CH2:16][CH2:15][CH2:14][CH2:13][O:12]1)[N:6]=[CH:5]2.[F:17][CH:18]([F:35])[O:19][C:20]1[CH:25]=[CH:24][C:23]([NH:26][C:27]2[N:28]=[N:29][C:30]([CH:33]=[CH2:34])=[CH:31][CH:32]=2)=[CH:22][CH:21]=1.C1(C)C=CC=CC=1P(C1C=CC=CC=1C)C1C=CC=CC=1C.C(N(CC)CC)C. (4) Given the product [C:83]([C:71]1[C:70]([O:87][CH3:88])=[C:69]([C:64]2[CH:65]=[C:66]3[C:61](=[CH:62][CH:63]=2)[CH:60]=[C:59]([NH:94][S:91]([CH3:90])(=[O:93])=[O:92])[CH:68]=[CH:67]3)[CH:74]=[C:73]([N:75]2[CH:80]=[CH:79][C:78](=[O:81])[NH:77][C:76]2=[O:82])[CH:72]=1)([CH3:85])([CH3:84])[CH3:86], predict the reactants needed to synthesize it. The reactants are: C(P(C(C)(C)C)C1C(C)=C(C)C(C)=C(C)C=1C1C(C(C)C)=CC(C(C)C)=CC=1C(C)C)(C)(C)C.[O-]P([O-])([O-])=O.[K+].[K+].[K+].FC(F)(S(O[C:59]1[CH:68]=[CH:67][C:66]2[C:61](=[CH:62][CH:63]=[C:64]([C:69]3[CH:74]=[C:73]([N:75]4[CH:80]=[CH:79][C:78](=[O:81])[NH:77][C:76]4=[O:82])[CH:72]=[C:71]([C:83]([CH3:86])([CH3:85])[CH3:84])[C:70]=3[O:87][CH3:88])[CH:65]=2)[CH:60]=1)(=O)=O)C(F)(F)C(F)(F)C(F)(F)F.[CH3:90][S:91]([NH2:94])(=[O:93])=[O:92].